This data is from Reaction yield outcomes from USPTO patents with 853,638 reactions. The task is: Predict the reaction yield, written as a fraction of the theoretical maximum amount of product (1.0 means a 100% yield; for example, 0.34 means a 34% yield). (1) The reactants are [F:1][C:2]1[CH:3]=[C:4]2[C:8](=[CH:9][CH:10]=1)[NH:7][C:6](=[O:11])[C:5]2=[C:12]1[C:20]2[C:15](=[N:16][C:17]([CH:21]=[CH2:22])=[CH:18][CH:19]=2)[CH2:14][O:13]1.[CH3:23][N:24]1[CH2:29][CH2:28][NH:27][CH2:26][CH2:25]1. The catalyst is C(N(CC)CC)C. The product is [F:1][C:2]1[CH:3]=[C:4]2[C:8](=[CH:9][CH:10]=1)[NH:7][C:6](=[O:11])[C:5]2=[C:12]1[C:20]2[C:15](=[N:16][C:17]([CH2:21][CH2:22][N:27]3[CH2:28][CH2:29][N:24]([CH3:23])[CH2:25][CH2:26]3)=[CH:18][CH:19]=2)[CH2:14][O:13]1. The yield is 1.00. (2) The reactants are [Cl:1][C:2]1[CH:34]=[CH:33][CH:32]=[C:31]([Cl:35])[C:3]=1[C:4]([NH:6][C@H:7]([CH2:12][C:13]1[CH:14]=[C:15]2[C:20](=[CH:21][CH:22]=1)[N:19]=[C:18]([C:23]1[C:28]([Cl:29])=[CH:27][CH:26]=[CH:25][C:24]=1[Cl:30])[CH:17]=[CH:16]2)[C:8](OC)=[O:9])=[O:5].[H-].[H-].[H-].[H-].[Li+].[Al+3]. The yield is 0.620. The product is [Cl:1][C:2]1[CH:34]=[CH:33][CH:32]=[C:31]([Cl:35])[C:3]=1[C:4]([NH:6][C@@H:7]([CH2:8][OH:9])[CH2:12][C:13]1[CH:14]=[C:15]2[C:20](=[CH:21][CH:22]=1)[N:19]=[C:18]([C:23]1[C:28]([Cl:29])=[CH:27][CH:26]=[CH:25][C:24]=1[Cl:30])[CH:17]=[CH:16]2)=[O:5]. The catalyst is C1COCC1. (3) The yield is 0.435. The product is [Cl:74][C:75]1[CH:80]=[CH:79][CH:78]=[CH:77][C:76]=1[NH:81][CH:82]1[CH2:87][CH2:86][N:85]([C:27](=[O:29])[CH2:26][NH:25][C:23]([C:20]2[CH:19]=[C:18]([C:13]3[CH:14]=[CH:15][CH:16]=[CH:17][C:12]=3[C:11]([F:10])([F:31])[F:30])[NH:22][N:21]=2)=[O:24])[CH2:84][CH2:83]1. The catalyst is CN(C=O)C.O. The reactants are CCN(C(C)C)C(C)C.[F:10][C:11]([F:31])([F:30])[C:12]1[CH:17]=[CH:16][CH:15]=[CH:14][C:13]=1[C:18]1[NH:22][N:21]=[C:20]([C:23]([NH:25][CH2:26][C:27]([OH:29])=O)=[O:24])[CH:19]=1.C1(C2NN=C(C(NCC(O)=O)=O)C=2)C=CC=CC=1.C1C=CC2N(O)N=NC=2C=1.CCN=C=NCCCN(C)C.Cl.Cl.Cl.[Cl:74][C:75]1[CH:80]=[CH:79][CH:78]=[CH:77][C:76]=1[NH:81][CH:82]1[CH2:87][CH2:86][NH:85][CH2:84][CH2:83]1. (4) The reactants are [Si]([O:8][C@H:9]1[CH2:14][CH2:13][C@H:12]([O:15][C:16]2[C:21]([Cl:22])=[CH:20][C:19]([S:23]([N:26]([CH2:33][C:34]3[CH:39]=[CH:38][C:37]([O:40][CH3:41])=[CH:36][C:35]=3[O:42][CH3:43])[C:27]3[CH:32]=[CH:31][N:30]=[CH:29][N:28]=3)(=[O:25])=[O:24])=[C:18]([F:44])[CH:17]=2)[C@@H:11]([C:45]2[N:49]([CH3:50])[N:48]=[CH:47][CH:46]=2)[CH2:10]1)(C(C)(C)C)(C)C.[F-].C([N+](CCCC)(CCCC)CCCC)CCC. The catalyst is C1COCC1. The product is [Cl:22][C:21]1[C:16]([O:15][C@H:12]2[CH2:13][CH2:14][C@H:9]([OH:8])[CH2:10][C@@H:11]2[C:45]2[N:49]([CH3:50])[N:48]=[CH:47][CH:46]=2)=[CH:17][C:18]([F:44])=[C:19]([S:23]([N:26]([CH2:33][C:34]2[CH:39]=[CH:38][C:37]([O:40][CH3:41])=[CH:36][C:35]=2[O:42][CH3:43])[C:27]2[CH:32]=[CH:31][N:30]=[CH:29][N:28]=2)(=[O:25])=[O:24])[CH:20]=1. The yield is 0.890. (5) The reactants are [H-].[Na+].[Cl:3][C:4]1[CH:5]=[C:6]([NH:10][S:11](/[CH:14]=[CH:15]/[C:16]2[CH:21]=[CH:20][CH:19]=[C:18]([Cl:22])[CH:17]=2)(=[O:13])=[O:12])[CH:7]=[CH:8][CH:9]=1.[Cl:23][C:24]1[CH:25]=[C:26]([CH:29]=[CH:30][CH:31]=1)[CH2:27]Br.O. The catalyst is C1COCC1. The product is [Cl:23][C:24]1[CH:25]=[C:26]([CH:29]=[CH:30][CH:31]=1)[CH2:27][N:10]([C:6]1[CH:7]=[CH:8][CH:9]=[C:4]([Cl:3])[CH:5]=1)[S:11](/[CH:14]=[CH:15]/[C:16]1[CH:21]=[CH:20][CH:19]=[C:18]([Cl:22])[CH:17]=1)(=[O:13])=[O:12]. The yield is 0.350. (6) The reactants are [CH2:1]([C:3]1[N:7]([C:8]2[N:16]=[C:15]3[C:11]([N:12]=[C:13]([CH:18]=[O:19])[N:14]3[CH3:17])=[C:10]([N:20]3[CH2:25][CH2:24][O:23][CH2:22][CH2:21]3)[N:9]=2)[C:6]2[CH:26]=[CH:27][CH:28]=[CH:29][C:5]=2[N:4]=1)[CH3:2].[OH-:30].[Na+]. The catalyst is C(O)C.[N+]([O-])([O-])=O.[Ag+]. The product is [CH2:1]([C:3]1[N:7]([C:8]2[N:16]=[C:15]3[C:11]([N:12]=[C:13]([C:18]([OH:30])=[O:19])[N:14]3[CH3:17])=[C:10]([N:20]3[CH2:25][CH2:24][O:23][CH2:22][CH2:21]3)[N:9]=2)[C:6]2[CH:26]=[CH:27][CH:28]=[CH:29][C:5]=2[N:4]=1)[CH3:2]. The yield is 0.970. (7) The reactants are Cl[C:2]1[CH:3]=[CH:4][C:5]2[N:6]([CH:8]=[C:9]([C:11]3[CH:12]=[C:13]([CH:16]=[C:17]([O:19][CH2:20][CH2:21][O:22][CH3:23])[CH:18]=3)[C:14]#[N:15])[N:10]=2)[N:7]=1. The catalyst is CO.[Pd]. The product is [N:10]1[C:9]([C:11]2[CH:12]=[C:13]([CH:16]=[C:17]([O:19][CH2:20][CH2:21][O:22][CH3:23])[CH:18]=2)[C:14]#[N:15])=[CH:8][N:6]2[C:5]=1[CH:4]=[CH:3][CH:2]=[N:7]2. The yield is 0.989. (8) The reactants are [Br:1][C:2]1[CH:3]=[C:4]2[C:9](=[CH:10][CH:11]=1)[CH:8]=[N:7][C:6]([NH2:12])=[CH:5]2.C[Si]([N-][Si](C)(C)C)(C)C.[Na+].[CH3:23][C:24]([O:27][C:28](O[C:28]([O:27][C:24]([CH3:26])([CH3:25])[CH3:23])=[O:29])=[O:29])([CH3:26])[CH3:25]. The catalyst is C1COCC1. The product is [Br:1][C:2]1[CH:3]=[C:4]2[C:9](=[CH:10][CH:11]=1)[CH:8]=[N:7][C:6]([NH:12][C:28](=[O:29])[O:27][C:24]([CH3:26])([CH3:25])[CH3:23])=[CH:5]2. The yield is 0.640.